This data is from Forward reaction prediction with 1.9M reactions from USPTO patents (1976-2016). The task is: Predict the product of the given reaction. (1) The product is: [CH:1]1[C:13]2[N:12]([CH:14]3[C:23]4[C:18](=[CH:19][CH:20]=[CH:21][CH:22]=4)[N:17]([C:24](=[O:35])[C:25]4[CH:30]=[CH:29][C:28]([O:31][CH3:32])=[C:27]([O:33][CH3:34])[CH:26]=4)[CH:16]([CH2:36][CH2:37][CH2:38][CH2:39][C:40]([NH:50][CH2:49][CH2:48][C:47]([O:46][CH2:44][CH3:45])=[O:51])=[O:41])[CH2:15]3)[C:11]3[C:6](=[CH:7][CH:8]=[CH:9][CH:10]=3)[C:5]=2[CH:4]=[CH:3][CH:2]=1. Given the reactants [CH:1]1[C:13]2[N:12]([CH:14]3[C:23]4[C:18](=[CH:19][CH:20]=[CH:21][CH:22]=4)[N:17]([C:24](=[O:35])[C:25]4[CH:30]=[CH:29][C:28]([O:31][CH3:32])=[C:27]([O:33][CH3:34])[CH:26]=4)[CH:16]([CH2:36][CH2:37][CH2:38][CH2:39][C:40](O)=[O:41])[CH2:15]3)[C:11]3[C:6](=[CH:7][CH:8]=[CH:9][CH:10]=3)[C:5]=2[CH:4]=[CH:3][CH:2]=1.Cl.[CH2:44]([O:46][C:47](=[O:51])[CH2:48][CH2:49][NH2:50])[CH3:45].ON1C2C=CC=CC=2N=N1.Cl.C(N=C=NCCCN(C)C)C, predict the reaction product. (2) Given the reactants [CH2:1]([O:3][Si:4]([C:11]12[CH2:17][CH:14]([CH2:15][CH2:16]1)[CH:13]=[CH:12]2)([O:8][CH2:9][CH3:10])[O:5][CH2:6][CH3:7])[CH3:2].C([SiH]([CH2:23][CH3:24])CC)C.[CH2:25](O)[CH3:26], predict the reaction product. The product is: [CH2:25]([C:11]12[CH2:17][CH:14]([CH2:15][CH2:16]1)[CH:13]=[CH:12]2)[CH2:26][CH2:23][CH3:24].[CH2:6]([O:5][Si:4]([C:11]12[CH2:17][CH:14]([CH2:15][CH2:16]1)[CH:13]=[CH:12]2)([O:8][CH2:9][CH3:10])[O:3][CH2:1][CH3:2])[CH3:7]. (3) Given the reactants [N:1]1[CH:6]=[CH:5][N:4]=[CH:3][C:2]=1[NH2:7].C([Mg]Cl)(C)C.[N:13]1([C:21]([O:23][C:24]([CH3:27])([CH3:26])[CH3:25])=[O:22])[CH2:16][CH2:15][C@H:14]1[C:17](OC)=[O:18], predict the reaction product. The product is: [N:1]1[CH:6]=[CH:5][N:4]=[CH:3][C:2]=1[NH:7][C:17]([C@@H:14]1[CH2:15][CH2:16][N:13]1[C:21]([O:23][C:24]([CH3:27])([CH3:26])[CH3:25])=[O:22])=[O:18]. (4) Given the reactants [Cl:1][C:2]1[N:7]=[CH:6][C:5]2[CH:8]=[C:9]([C:11]([OH:13])=O)[NH:10][C:4]=2[CH:3]=1.CCN=C=NCCCN(C)C.C1C=C2N=NN(O)C2=CC=1.O.Cl.[NH2:37][CH:38]1[CH2:47][C:46]2[C:41](=[CH:42][CH:43]=[CH:44][CH:45]=2)[NH:40][C:39]1=[O:48].CCN(C(C)C)C(C)C, predict the reaction product. The product is: [O:48]=[C:39]1[CH:38]([NH:37][C:11]([C:9]2[NH:10][C:4]3[CH:3]=[C:2]([Cl:1])[N:7]=[CH:6][C:5]=3[CH:8]=2)=[O:13])[CH2:47][C:46]2[C:41](=[CH:42][CH:43]=[CH:44][CH:45]=2)[NH:40]1.